This data is from Forward reaction prediction with 1.9M reactions from USPTO patents (1976-2016). The task is: Predict the product of the given reaction. (1) Given the reactants [CH2:1]([C:8]1[CH:31]=[CH:30][CH:29]=[CH:28][C:9]=1[C:10]([NH:12][CH2:13][C:14]1[CH:19]=[C:18]([C:20]([F:23])([F:22])[F:21])[CH:17]=[C:16]([C:24]([F:27])([F:26])[F:25])[CH:15]=1)=[O:11])[C:2]1[CH:7]=[CH:6][CH:5]=[CH:4][CH:3]=1.[CH3:32][Si](C)(C)[N-][Si](C)(C)C.[K+].CI.C(OCC)(=O)C, predict the reaction product. The product is: [CH2:1]([C:8]1[CH:31]=[CH:30][CH:29]=[CH:28][C:9]=1[C:10]([N:12]([CH2:13][C:14]1[CH:15]=[C:16]([C:24]([F:25])([F:26])[F:27])[CH:17]=[C:18]([C:20]([F:22])([F:23])[F:21])[CH:19]=1)[CH3:32])=[O:11])[C:2]1[CH:7]=[CH:6][CH:5]=[CH:4][CH:3]=1. (2) The product is: [C:1]([O:5][C:6]([CH:8]1[CH2:13][CH2:12][N:11]([C:14]2[C:24]([C:25]#[N:26])=[CH:23][C:17]([C:18]([O:20][CH2:21][CH3:22])=[O:19])=[C:16]([O:27][C@@H:81]([CH3:83])[C:80]([O:79][CH2:77][CH3:78])=[O:84])[N:15]=2)[CH2:10][CH2:9]1)=[O:7])([CH3:4])([CH3:3])[CH3:2]. Given the reactants [C:1]([O:5][C:6]([CH:8]1[CH2:13][CH2:12][N:11]([C:14]2[C:24]([C:25]#[N:26])=[CH:23][C:17]([C:18]([O:20][CH2:21][CH3:22])=[O:19])=[C:16]([O:27]S(C(F)(F)F)(=O)=O)[N:15]=2)[CH2:10][CH2:9]1)=[O:7])([CH3:4])([CH3:3])[CH3:2].CC1(C)C2C=CC=C(P(C3C=CC=CC=3)C3C=CC=CC=3)C=2OC2C1=CC=CC=2P(C1C=CC=CC=1)C1C=CC=CC=1.[CH2:77]([O:79][C:80](=[O:84])[C@H:81]([CH3:83])O)[CH3:78].CCN(C(C)C)C(C)C, predict the reaction product. (3) The product is: [NH2:24][CH2:23][C@@H:19]1[C@H:20]([OH:22])[CH2:21][N:17]([CH2:16][CH:4]2[C:3]3[C:8]4=[C:9]([O:12][CH2:13][C:14](=[O:15])[N:7]4[CH2:6][CH2:5]2)[CH:10]=[CH:11][C:2]=3[F:1])[CH2:18]1. Given the reactants [F:1][C:2]1[CH:11]=[CH:10][C:9]2[O:12][CH2:13][C:14](=[O:15])[N:7]3[C:8]=2[C:3]=1[CH:4]([CH2:16][N:17]1[CH2:21][C@@H:20]([OH:22])[C@@H:19]([CH2:23][NH:24]C(=O)OCC2C=CC=CC=2)[CH2:18]1)[CH2:5][CH2:6]3, predict the reaction product. (4) Given the reactants Br[C:2]1[CH:3]=[C:4]([NH:8][C:9]2[N:14]=[C:13]([C:15]([F:18])([F:17])[F:16])[CH:12]=[CH:11][N:10]=2)[CH:5]=[CH:6][CH:7]=1.[CH3:19][C:20]1([CH3:36])[C:24]([CH3:26])([CH3:25])[O:23][B:22]([B:22]2[O:23][C:24]([CH3:26])([CH3:25])[C:20]([CH3:36])([CH3:19])[O:21]2)[O:21]1.CC([O-])=O.[K+], predict the reaction product. The product is: [CH3:19][C:20]1([CH3:36])[C:24]([CH3:26])([CH3:25])[O:23][B:22]([C:2]2[CH:3]=[C:4]([NH:8][C:9]3[N:14]=[C:13]([C:15]([F:18])([F:17])[F:16])[CH:12]=[CH:11][N:10]=3)[CH:5]=[CH:6][CH:7]=2)[O:21]1. (5) The product is: [Cl:33][C:30]1[CH:29]=[CH:28][C:27]([CH:11]2[C:12]3[C:17](=[CH:16][C:15]([O:21][CH3:22])=[C:14]([O:23][CH:24]([CH3:26])[CH3:25])[CH:13]=3)[CH2:18][C:19](=[O:20])[N:10]2[CH:7]2[CH2:6][CH2:5][CH:4]([C:1]([OH:3])([CH3:34])[CH3:2])[CH2:9][CH2:8]2)=[CH:32][CH:31]=1. Given the reactants [C:1]([CH:4]1[CH2:9][CH2:8][CH:7]([N:10]2[C:19](=[O:20])[CH2:18][C:17]3[C:12](=[CH:13][C:14]([O:23][CH:24]([CH3:26])[CH3:25])=[C:15]([O:21][CH3:22])[CH:16]=3)[CH:11]2[C:27]2[CH:32]=[CH:31][C:30]([Cl:33])=[CH:29][CH:28]=2)[CH2:6][CH2:5]1)(=[O:3])[CH3:2].[CH3:34][Mg]Br, predict the reaction product.